Dataset: Full USPTO retrosynthesis dataset with 1.9M reactions from patents (1976-2016). Task: Predict the reactants needed to synthesize the given product. Given the product [N:26]1[CH:27]=[CH:28][CH:29]=[C:24]([CH2:19][C:18]([NH:17][C:15]2[CH:14]=[CH:13][C:11]3[O:12][C:7]4[CH:6]=[C:5]([NH:4][C:1](=[O:3])[CH2:2][C:38]5[CH:37]=[N:36][CH:45]=[CH:40][CH:39]=5)[CH:22]=[CH:21][C:8]=4[O:9][C:10]=3[CH:16]=2)=[O:20])[CH:25]=1, predict the reactants needed to synthesize it. The reactants are: [C:1]([NH:4][C:5]1[CH:22]=[CH:21][C:8]2[O:9][C:10]3[CH:16]=[C:15]([NH:17][C:18](=[O:20])[CH3:19])[CH:14]=[CH:13][C:11]=3[O:12][C:7]=2[CH:6]=1)(=[O:3])[CH3:2].I[C:24]1[CH:25]=[N:26][CH:27]=[CH:28][CH:29]=1.C(=O)([O-])[O-].[K+].[K+].[N:36]1[C:45]2[C:40](=CC=CC=2)[CH:39]=[CH:38][CH:37]=1.